The task is: Predict the product of the given reaction.. This data is from Forward reaction prediction with 1.9M reactions from USPTO patents (1976-2016). (1) Given the reactants C(N1CCN(CC2C=CC(NC(=O)C3C=CC(C)=C([N+]([O-])=[O:26])C=3)=CC=2C(F)(F)F)CC1)C.N1C=CC=CC=1.[CH3:39][NH:40][C:41]1[C:42]2[CH:49]=[CH:48][N:47]([S:50]([C:53]3[CH:58]=[CH:57][C:56]([CH3:59])=[CH:55][CH:54]=3)(=[O:52])=[O:51])[C:43]=2[N:44]=[CH:45][N:46]=1.Cl[CH2:61][Cl:62], predict the reaction product. The product is: [Cl:62][C:61]([N:40]([C:41]1[C:42]2[CH:49]=[CH:48][N:47]([S:50]([C:53]3[CH:58]=[CH:57][C:56]([CH3:59])=[CH:55][CH:54]=3)(=[O:51])=[O:52])[C:43]=2[N:44]=[CH:45][N:46]=1)[CH3:39])=[O:26]. (2) Given the reactants [Br:1][C:2]1[CH:3]=[C:4]2[C:9](=[C:10]3[CH:15]=[CH:14][CH:13]=[CH:12][C:11]=13)[N:8]=[CH:7][N:6]([C@H:16]1[CH2:21][CH2:20][O:19][CH2:18][C@@H:17]1[OH:22])[C:5]2=[O:23].[CH3:24][C:25]([Si:28](OS(C(F)(F)F)(=O)=O)([CH3:30])[CH3:29])([CH3:27])[CH3:26].C([O-])(O)=O.[Na+], predict the reaction product. The product is: [Br:1][C:2]1[CH:3]=[C:4]2[C:9](=[C:10]3[CH:15]=[CH:14][CH:13]=[CH:12][C:11]=13)[N:8]=[CH:7][N:6]([C@H:16]1[CH2:21][CH2:20][O:19][CH2:18][C@@H:17]1[O:22][Si:28]([C:25]([CH3:27])([CH3:26])[CH3:24])([CH3:30])[CH3:29])[C:5]2=[O:23].